The task is: Predict the product of the given reaction.. This data is from Forward reaction prediction with 1.9M reactions from USPTO patents (1976-2016). Given the reactants [F:1][C:2]([F:29])([F:28])[C:3]1[CH:23]=[CH:22][C:21]([C:24]([F:27])([F:26])[F:25])=[CH:20][C:4]=1[CH2:5][O:6][C:7]1[CH:8]=[C:9]([C:13]2[N:17]=[N:16][NH:15][C:14]=2[C:18]#[N:19])[CH:10]=[CH:11][CH:12]=1.C(=O)(O)[O-].[Na+].[C:35]([O:39][C:40](=[O:52])[C:41]([CH3:51])([CH3:50])[CH2:42][O:43][C:44]([O:46][CH:47](Cl)[CH3:48])=[O:45])([CH3:38])([CH3:37])[CH3:36].O, predict the reaction product. The product is: [C:35]([O:39][C:40](=[O:52])[C:41]([CH3:51])([CH3:50])[CH2:42][O:43][C:44]([O:46][CH:47]([N:16]1[N:17]=[C:13]([C:9]2[CH:10]=[CH:11][CH:12]=[C:7]([O:6][CH2:5][C:4]3[CH:20]=[C:21]([C:24]([F:26])([F:27])[F:25])[CH:22]=[CH:23][C:3]=3[C:2]([F:1])([F:28])[F:29])[CH:8]=2)[C:14]([C:18]#[N:19])=[N:15]1)[CH3:48])=[O:45])([CH3:37])([CH3:38])[CH3:36].